Dataset: Full USPTO retrosynthesis dataset with 1.9M reactions from patents (1976-2016). Task: Predict the reactants needed to synthesize the given product. Given the product [CH2:1]([N:8]1[C@H:12]2[CH2:13][S:14][C:15](=[O:16])[C@H:11]2[N:10]([CH2:18][C:19]2[CH:24]=[CH:23][CH:22]=[CH:21][CH:20]=2)[C:9]1=[O:25])[C:2]1[CH:3]=[CH:4][CH:5]=[CH:6][CH:7]=1, predict the reactants needed to synthesize it. The reactants are: [CH2:1]([N:8]1[C@@H:12]([CH2:13][SH:14])[C@H:11]([C:15](O)=[O:16])[N:10]([CH2:18][C:19]2[CH:24]=[CH:23][CH:22]=[CH:21][CH:20]=2)[C:9]1=[O:25])[C:2]1[CH:7]=[CH:6][CH:5]=[CH:4][CH:3]=1.FC(F)(F)C(O)=O.C1(N=C=NC2CCCCC2)CCCCC1.